This data is from Forward reaction prediction with 1.9M reactions from USPTO patents (1976-2016). The task is: Predict the product of the given reaction. Given the reactants Br[CH2:2][CH2:3][O:4][CH2:5][CH2:6][O:7][C:8]1[CH:17]=[C:16]2[C:11]([C:12]([O:18][C:19]3[C:20]([F:29])=[C:21]4[C:25](=[CH:26][CH:27]=3)[NH:24][C:23]([CH3:28])=[CH:22]4)=[N:13][CH:14]=[N:15]2)=[CH:10][C:9]=1[O:30][CH3:31].[C:32]([N:35]1[CH2:40][CH2:39][NH:38][CH2:37][CH2:36]1)(=[O:34])[CH3:33], predict the reaction product. The product is: [C:32]([N:35]1[CH2:40][CH2:39][N:38]([CH2:2][CH2:3][O:4][CH2:5][CH2:6][O:7][C:8]2[CH:17]=[C:16]3[C:11]([C:12]([O:18][C:19]4[C:20]([F:29])=[C:21]5[C:25](=[CH:26][CH:27]=4)[NH:24][C:23]([CH3:28])=[CH:22]5)=[N:13][CH:14]=[N:15]3)=[CH:10][C:9]=2[O:30][CH3:31])[CH2:37][CH2:36]1)(=[O:34])[CH3:33].